This data is from Catalyst prediction with 721,799 reactions and 888 catalyst types from USPTO. The task is: Predict which catalyst facilitates the given reaction. Reactant: [C:1]([O:5][C:6]([N:8]1[CH2:13][CH2:12][N:11]([C:14](=[O:19])[CH2:15][C:16]([OH:18])=O)[CH2:10][CH2:9]1)=[O:7])([CH3:4])([CH3:3])[CH3:2].Cl.[C:21]1([CH2:27][CH2:28][CH2:29][CH:30]([NH2:40])[CH2:31][CH2:32][CH2:33][C:34]2[CH:39]=[CH:38][CH:37]=[CH:36][CH:35]=2)[CH:26]=[CH:25][CH:24]=[CH:23][CH:22]=1.C(N(CC)C(C)C)(C)C.C1CN([P+](ON2N=NC3C=CC=CC2=3)(N2CCCC2)N2CCCC2)CC1.F[P-](F)(F)(F)(F)F. Product: [C:34]1([CH2:33][CH2:32][CH2:31][CH:30]([NH:40][C:16](=[O:18])[CH2:15][C:14]([N:11]2[CH2:10][CH2:9][N:8]([C:6]([O:5][C:1]([CH3:2])([CH3:3])[CH3:4])=[O:7])[CH2:13][CH2:12]2)=[O:19])[CH2:29][CH2:28][CH2:27][C:21]2[CH:22]=[CH:23][CH:24]=[CH:25][CH:26]=2)[CH:39]=[CH:38][CH:37]=[CH:36][CH:35]=1. The catalyst class is: 2.